From a dataset of Reaction yield outcomes from USPTO patents with 853,638 reactions. Predict the reaction yield, written as a fraction of the theoretical maximum amount of product (1.0 means a 100% yield; for example, 0.34 means a 34% yield). (1) The reactants are [Br:1][C:2]1[C:3]([F:21])=[CH:4][C:5]2[CH:11]3[CH2:12][CH:9]([CH2:10]3)[N:8]3[CH:13]=[C:14]([C:16]([O:18][CH3:19])=[O:17])[N:15]=[C:7]3[C:6]=2[CH:20]=1.[O:22]1[CH2:27][CH2:26][CH2:25][CH2:24][CH:23]1[N:28]1[C:32]([CH:33]=[O:34])=[CH:31][CH:30]=[N:29]1. No catalyst specified. The product is [Br:1][C:2]1[C:3]([F:21])=[CH:4][C:5]2[CH:11]3[CH2:10][CH:9]([CH2:12]3)[N:8]3[C:13]([CH:33]([OH:34])[C:32]4[N:28]([CH:23]5[CH2:24][CH2:25][CH2:26][CH2:27][O:22]5)[N:29]=[CH:30][CH:31]=4)=[C:14]([C:16]([O:18][CH3:19])=[O:17])[N:15]=[C:7]3[C:6]=2[CH:20]=1. The yield is 0.430. (2) The catalyst is CN(C=O)C.O.C(OCC)(=O)C. The yield is 0.690. The reactants are Cl.[Cl:2][C:3]1[CH:22]=[CH:21][C:6]([CH2:7][C:8]2[CH:20]=[CH:19][C:11]([O:12][CH2:13][C@@H:14]3[CH2:18][CH2:17][CH2:16][NH:15]3)=[CH:10][CH:9]=2)=[CH:5][CH:4]=1.C(=O)([O-])[O-].[K+].[K+].Br[CH2:30][CH2:31][CH2:32][C:33]([O:35][CH3:36])=[O:34]. The product is [CH3:36][O:35][C:33](=[O:34])[CH2:32][CH2:31][CH2:30][N:15]1[CH2:16][CH2:17][CH2:18][C@H:14]1[CH2:13][O:12][C:11]1[CH:19]=[CH:20][C:8]([CH2:7][C:6]2[CH:21]=[CH:22][C:3]([Cl:2])=[CH:4][CH:5]=2)=[CH:9][CH:10]=1. (3) The reactants are [F:1][C:2]1[CH:3]=[C:4]([CH:14]([NH:16][C:17]([C:19]2[N:20]=[C:21](Cl)[O:22][CH:23]=2)=[O:18])[CH3:15])[CH:5]=[C:6]([F:13])[C:7]=1[NH:8][S:9]([CH3:12])(=[O:11])=[O:10].[F:25][C:26]([F:35])([F:34])[C:27]1[CH:28]=[C:29]([OH:33])[CH:30]=[CH:31][CH:32]=1. No catalyst specified. The product is [F:1][C:2]1[CH:3]=[C:4]([CH:14]([NH:16][C:17]([C:19]2[N:20]=[C:21]([O:33][C:29]3[CH:30]=[CH:31][CH:32]=[C:27]([C:26]([F:25])([F:34])[F:35])[CH:28]=3)[O:22][CH:23]=2)=[O:18])[CH3:15])[CH:5]=[C:6]([F:13])[C:7]=1[NH:8][S:9]([CH3:12])(=[O:11])=[O:10]. The yield is 0.820. (4) The reactants are Br[C:2]1[CH:7]=[CH:6][CH:5]=[C:4]([C:8]([CH3:11])([CH3:10])[CH3:9])[CH:3]=1.[CH2:12]([OH:16])[CH:13]=[CH:14][CH3:15].C(=O)([O-])[O-].[Na+].[Na+].C1(C)C=CC=CC=1P(C1C=CC=CC=1C)C1C=CC=CC=1C. The catalyst is [Br-].C([N+](CCCC)(CCCC)CCCC)CCC.CC(OC)(C)C.C([O-])(=O)C.[Pd+2].C([O-])(=O)C.CN(C=O)C. The product is [C:8]([C:4]1[CH:3]=[C:2]([CH:14]([CH3:15])[CH2:13][CH:12]=[O:16])[CH:7]=[CH:6][CH:5]=1)([CH3:11])([CH3:10])[CH3:9]. The yield is 0.390.